Task: Regression. Given a peptide amino acid sequence and an MHC pseudo amino acid sequence, predict their binding affinity value. This is MHC class I binding data.. Dataset: Peptide-MHC class I binding affinity with 185,985 pairs from IEDB/IMGT (1) The peptide sequence is LTHFNNNENV. The MHC is HLA-A68:02 with pseudo-sequence HLA-A68:02. The binding affinity (normalized) is 0.782. (2) The peptide sequence is VVISKKDTY. The MHC is HLA-B07:02 with pseudo-sequence HLA-B07:02. The binding affinity (normalized) is 0.0847. (3) The peptide sequence is EKLKKKSAF. The binding affinity (normalized) is 0.0847. The MHC is HLA-A02:16 with pseudo-sequence HLA-A02:16. (4) The peptide sequence is YLIIQNRTW. The MHC is HLA-A24:02 with pseudo-sequence HLA-A24:02. The binding affinity (normalized) is 0.190. (5) The peptide sequence is QIPSYKKLI. The MHC is Mamu-A01 with pseudo-sequence Mamu-A01. The binding affinity (normalized) is 0.149. (6) The peptide sequence is WCEFVDFSV. The MHC is HLA-A01:01 with pseudo-sequence HLA-A01:01. The binding affinity (normalized) is 0.461. (7) The peptide sequence is PIQKETWETW. The MHC is HLA-A01:01 with pseudo-sequence HLA-A01:01. The binding affinity (normalized) is 0. (8) The peptide sequence is YVRTNGTSK. The MHC is HLA-B08:01 with pseudo-sequence HLA-B08:01. The binding affinity (normalized) is 0.0847. (9) The peptide sequence is GTDDEVIER. The MHC is HLA-A31:01 with pseudo-sequence HLA-A31:01. The binding affinity (normalized) is 0.287.